This data is from Reaction yield outcomes from USPTO patents with 853,638 reactions. The task is: Predict the reaction yield, written as a fraction of the theoretical maximum amount of product (1.0 means a 100% yield; for example, 0.34 means a 34% yield). The reactants are Cl[C:2]1[CH:7]=[C:6]([C:8]2[CH:13]=[CH:12][CH:11]=[C:10]([O:14][C:15]3[CH:20]=[CH:19][C:18]([F:21])=[CH:17][CH:16]=3)[CH:9]=2)[N:5]=[C:4]([C:22]([NH2:24])=[O:23])[CH:3]=1.[CH:25](B1OC(C)(C)C(C)(C)O1)=[CH2:26].CCCC[N+](CCCC)(CCCC)CCCC.[F-].C1COCC1. No catalyst specified. The product is [F:21][C:18]1[CH:19]=[CH:20][C:15]([O:14][C:10]2[CH:9]=[C:8]([C:6]3[N:5]=[C:4]([C:22]([NH2:24])=[O:23])[CH:3]=[C:2]([CH:25]=[CH2:26])[CH:7]=3)[CH:13]=[CH:12][CH:11]=2)=[CH:16][CH:17]=1. The yield is 0.500.